Dataset: Full USPTO retrosynthesis dataset with 1.9M reactions from patents (1976-2016). Task: Predict the reactants needed to synthesize the given product. (1) Given the product [CH3:38][C:31]1[CH:32]=[C:33]([S:36][CH3:37])[CH:34]=[CH:35][C:30]=1[C:9]1[C:10]([O:14][C:15]2[CH:29]=[CH:28][C:18]([O:19][CH2:20][CH2:21][N:22]3[CH2:27][CH2:26][CH2:25][CH2:24][CH2:23]3)=[CH:17][CH:16]=2)=[C:11]2[C:6](=[CH:7][CH:8]=1)[CH:5]=[C:4]([OH:3])[CH:13]=[CH:12]2, predict the reactants needed to synthesize it. The reactants are: Cl.C[O:3][C:4]1[CH:5]=[C:6]2[C:11](=[CH:12][CH:13]=1)[C:10]([O:14][C:15]1[CH:29]=[CH:28][C:18]([O:19][CH2:20][CH2:21][N:22]3[CH2:27][CH2:26][CH2:25][CH2:24][CH2:23]3)=[CH:17][CH:16]=1)=[C:9]([C:30]1[CH:35]=[CH:34][C:33]([S:36][CH3:37])=[CH:32][C:31]=1[CH3:38])[CH:8]=[CH:7]2.B(Br)(Br)Br. (2) Given the product [CH3:13][C:10]([CH3:11])([CH3:12])[C@@H:9]([NH:8][C:1](=[O:2])[O:3][C:4]([CH3:5])([CH3:6])[CH3:7])[C:14](=[O:16])[N:23]1[CH2:18][CH2:17][CH2:22][CH2:21]1, predict the reactants needed to synthesize it. The reactants are: [C:1]([NH:8][C@@H:9]([C:14]([OH:16])=O)[C:10]([CH3:13])([CH3:12])[CH3:11])([O:3][C:4]([CH3:7])([CH3:6])[CH3:5])=[O:2].[CH:17]1[CH:18]=CC2N(O)N=[N:23][C:21]=2[CH:22]=1.C(Cl)CCl.N1CCCC1.C(N(CC)C(C)C)(C)C. (3) Given the product [F:31][C:30]([F:33])([F:32])[S:27]([O:14][C:13]1[C:8]([CH2:7][O:6][Si:5]([C:2]([CH3:1])([CH3:3])[CH3:4])([CH3:16])[CH3:17])=[N:9][C:10]([CH3:15])=[CH:11][CH:12]=1)(=[O:29])=[O:28], predict the reactants needed to synthesize it. The reactants are: [CH3:1][C:2]([Si:5]([CH3:17])([CH3:16])[O:6][CH2:7][C:8]1[C:13]([OH:14])=[CH:12][CH:11]=[C:10]([CH3:15])[N:9]=1)([CH3:4])[CH3:3].CCN(C(C)C)C(C)C.[S:27](O[S:27]([C:30]([F:33])([F:32])[F:31])(=[O:29])=[O:28])([C:30]([F:33])([F:32])[F:31])(=[O:29])=[O:28]. (4) Given the product [Cl:1][CH2:2][C:3]([N:12]1[CH2:17][CH2:16][CH2:15][CH2:14][CH2:13]1)=[O:4], predict the reactants needed to synthesize it. The reactants are: [Cl:1][CH2:2][C:3](Cl)=[O:4].C(=O)([O-])[O-].[K+].[K+].[NH:12]1[CH2:17][CH2:16][CH2:15][CH2:14][CH2:13]1. (5) The reactants are: [C:1]([N:5]1[CH2:10][CH2:9][N:8]([C:11]2[CH:16]=[CH:15][C:14]([N:17]3[C:30]4[C:29]5[CH:28]=[C:27]([C:31]6[CH:32]=[N:33][C:34]7[C:39]([CH:40]=6)=[CH:38][CH:37]=[CH:36][CH:35]=7)[CH:26]=[CH:25][C:24]=5[N:23]=[CH:22][C:21]=4[C:20](=[O:41])[O:19][C:18]3=O)=[CH:13][C:12]=2[C:43]([F:46])([F:45])[F:44])[CH2:7][CH2:6]1)(=[O:4])[CH2:2][CH3:3].[CH3:47][NH2:48]. Given the product [CH3:47][N:48]1[C:20](=[O:41])[C:21]2[CH:22]=[N:23][C:24]3[CH:25]=[CH:26][C:27]([C:31]4[CH:32]=[N:33][C:34]5[C:39]([CH:40]=4)=[CH:38][CH:37]=[CH:36][CH:35]=5)=[CH:28][C:29]=3[C:30]=2[N:17]([C:14]2[CH:15]=[CH:16][C:11]([N:8]3[CH2:7][CH2:6][N:5]([C:1](=[O:4])[CH2:2][CH3:3])[CH2:10][CH2:9]3)=[C:12]([C:43]([F:46])([F:44])[F:45])[CH:13]=2)[C:18]1=[O:19], predict the reactants needed to synthesize it. (6) Given the product [CH3:12][C@@:2]1([CH2:5][CH2:6][C:7]2[O:8][CH:9]=[CH:10][CH:11]=2)[CH2:3][O:4][C:13](=[O:14])[NH:1]1, predict the reactants needed to synthesize it. The reactants are: [NH2:1][C@:2]([CH3:12])([CH2:5][CH2:6][C:7]1[O:8][CH:9]=[CH:10][CH:11]=1)[CH2:3][OH:4].[C:13](OC(OC(C)(C)C)=O)(OC(C)(C)C)=[O:14].C(N(CC)CC)C.